Regression/Classification. Given a drug SMILES string, predict its absorption, distribution, metabolism, or excretion properties. Task type varies by dataset: regression for continuous measurements (e.g., permeability, clearance, half-life) or binary classification for categorical outcomes (e.g., BBB penetration, CYP inhibition). Dataset: cyp2d6_veith. From a dataset of CYP2D6 inhibition data for predicting drug metabolism from PubChem BioAssay. (1) The drug is S=C(Nc1ccc(Cl)cc1Cl)NC1CCCCC1. The result is 0 (non-inhibitor). (2) The molecule is COc1ccccc1CN1CCCC2(CCN(C(=O)c3csnn3)CC2)C1. The result is 1 (inhibitor). (3) The molecule is COc1ccc(CC(=S)N2CCOCC2)cc1OC. The result is 0 (non-inhibitor). (4) The drug is CS(=O)(=O)Nc1cccc(-c2cncnc2NCc2cccs2)c1. The result is 1 (inhibitor). (5) The molecule is COC(=O)N1CC(=O)N(OC)C1c1ccc(Cl)cc1Cl. The result is 0 (non-inhibitor). (6) The drug is CSc1ccccc1NC(=O)CSCc1ccc(C)cc1. The result is 1 (inhibitor). (7) The drug is COc1cccc(Cn2c(=O)c(-c3ccccc3)nc3cnc(N(C)C)nc32)c1. The result is 0 (non-inhibitor). (8) The compound is Clc1cccc(Cl)c1NC1=NCCN1. The result is 1 (inhibitor). (9) The molecule is COc1ccc(NC(=O)N2CCCC3(CCN(C(C)=O)CC3)C2)cc1. The result is 0 (non-inhibitor). (10) The drug is CCCC[C@H]1C[C@@H]1[C@@H]1N(P(=O)(c2ccccc2)c2ccccc2)C[C@@](O)(c2ccccc2)CC12CC2. The result is 1 (inhibitor).